Dataset: Forward reaction prediction with 1.9M reactions from USPTO patents (1976-2016). Task: Predict the product of the given reaction. (1) Given the reactants C([NH:4][C:5]1[CH:10]=[CH:9][N:8]=[C:7]2[NH:11][CH:12]=[CH:13][C:6]=12)C=C.CS(O)(=O)=O, predict the reaction product. The product is: [NH:11]1[C:7]2=[N:8][CH:9]=[CH:10][C:5]([NH2:4])=[C:6]2[CH:13]=[CH:12]1. (2) Given the reactants [H-].[Na+].[CH3:3][S:4]([NH2:7])(=[O:6])=[O:5].[CH3:8][C:9]1([CH3:37])[C:18]2[C:13](=[CH:14][CH:15]=[C:16]([C:19](O)=[O:20])[CH:17]=2)[NH:12][CH:11]([C:22]2[CH:27]=[CH:26][CH:25]=[C:24]([C:28](=[O:36])[NH:29][C:30]3[CH:35]=[CH:34][CH:33]=[CH:32][CH:31]=3)[CH:23]=2)[CH2:10]1.C(N1C=CN=C1)(N1C=CN=C1)=O, predict the reaction product. The product is: [CH3:3][S:4]([NH:7][C:19]([C:16]1[CH:17]=[C:18]2[C:13](=[CH:14][CH:15]=1)[NH:12][CH:11]([C:22]1[CH:23]=[C:24]([CH:25]=[CH:26][CH:27]=1)[C:28]([NH:29][C:30]1[CH:31]=[CH:32][CH:33]=[CH:34][CH:35]=1)=[O:36])[CH2:10][C:9]2([CH3:37])[CH3:8])=[O:20])(=[O:6])=[O:5].